Task: Regression/Classification. Given a drug SMILES string, predict its absorption, distribution, metabolism, or excretion properties. Task type varies by dataset: regression for continuous measurements (e.g., permeability, clearance, half-life) or binary classification for categorical outcomes (e.g., BBB penetration, CYP inhibition). Dataset: pampa_ncats.. Dataset: PAMPA (Parallel Artificial Membrane Permeability Assay) permeability data from NCATS (1) The molecule is C1=CC=C2C(=C1)C(=NC(=N2)C3=CC=NC=C3)NC4=CC(=CC(=C4)F)F. The result is 1 (high permeability). (2) The molecule is C1CN(CCC1C(=O)N)C2=NC(=CS2)C3=CC4=C(C=C3)OCCO4. The result is 1 (high permeability). (3) The drug is CC1=C(N=C2N1C=CC=N2)C3=CC(=CC=C3)NC(=O)C4=CC(=C(C=C4)F)F. The result is 1 (high permeability). (4) The compound is CC1=CC2=C(C=C1)OCCN2S(=O)(=O)C3=C(C=CC(=C3)C4=C(C(=NO4)C)C)C. The result is 1 (high permeability).